From a dataset of Forward reaction prediction with 1.9M reactions from USPTO patents (1976-2016). Predict the product of the given reaction. (1) Given the reactants [F:1][C@H:2]1[CH2:6][CH2:5][N:4]([C:7]2[CH:14]=[CH:13][C:10]([C:11]#N)=[CH:9][CH:8]=2)[CH2:3]1.[CH2:15]([Mg]Cl)[CH2:16][CH3:17].Cl.C([O-])(O)=[O:22].[Na+], predict the reaction product. The product is: [F:1][C@H:2]1[CH2:6][CH2:5][N:4]([C:7]2[CH:14]=[CH:13][C:10]([C:11](=[O:22])[CH2:15][CH2:16][CH3:17])=[CH:9][CH:8]=2)[CH2:3]1. (2) The product is: [F:1][C:2]1[CH:3]=[C:4]([CH:7]=[C:8]([OH:11])[C:9]=1[OH:10])[CH:5]=[O:6]. Given the reactants [F:1][C:2]1[CH:3]=[C:4]([CH:7]=[C:8]([O:11]C)[C:9]=1[OH:10])[CH:5]=[O:6].[Al+3].[Cl-].[Cl-].[Cl-].N1C=CC=CC=1, predict the reaction product. (3) The product is: [CH3:23][O:22][C:20](=[O:21])[NH:1][CH2:2][CH2:3][CH:4]([OH:9])[CH:5]=[C:6]([CH3:8])[CH3:7]. Given the reactants [NH2:1][CH2:2][CH2:3][CH:4]([OH:9])[CH:5]=[C:6]([CH3:8])[CH3:7].C(N(C(C)C)CC)(C)C.Cl[C:20]([O:22][CH3:23])=[O:21].C(=O)([O-])O.[Na+], predict the reaction product. (4) Given the reactants I[C:2]1[CH:7]=[CH:6][C:5]([C:8]([N:10]2[CH2:15][CH2:14][O:13][CH2:12][CH2:11]2)=[O:9])=[CH:4][CH:3]=1.[F:16][C:17]([F:28])([F:27])[C:18]1[C:26]2[CH2:25][CH2:24][CH2:23][CH2:22][C:21]=2[NH:20][N:19]=1.CN(C)CC(O)=O.C(=O)([O-])[O-].[Cs+].[Cs+], predict the reaction product. The product is: [N:10]1([C:8]([C:5]2[CH:6]=[CH:7][C:2]([N:20]3[C:21]4[CH2:22][CH2:23][CH2:24][CH2:25][C:26]=4[C:18]([C:17]([F:16])([F:28])[F:27])=[N:19]3)=[CH:3][CH:4]=2)=[O:9])[CH2:15][CH2:14][O:13][CH2:12][CH2:11]1. (5) Given the reactants [Br:1][C:2]1[CH:7]=[CH:6][C:5]([NH:8][C:9]2[C:17]([C:18]([OH:20])=O)=[CH:16][CH:15]=[C:14]3[C:10]=2[CH:11]=[N:12][NH:13]3)=[C:4]([F:21])[CH:3]=1.[CH:22]([O:24][CH2:25][CH2:26][O:27][NH2:28])=[CH2:23].CCN=C=NCCCN(C)C.C1C=CC2N(O)N=NC=2C=1.CCN(C(C)C)C(C)C, predict the reaction product. The product is: [CH:22]([O:24][CH2:25][CH2:26][O:27][NH:28][C:18]([C:17]1[C:9]([NH:8][C:5]2[CH:6]=[CH:7][C:2]([Br:1])=[CH:3][C:4]=2[F:21])=[C:10]2[C:14](=[CH:15][CH:16]=1)[NH:13][N:12]=[CH:11]2)=[O:20])=[CH2:23]. (6) Given the reactants [Cl:1][C:2]1[CH:3]=[C:4]2[C:8](=[C:9]([C:11]([OH:13])=O)[CH:10]=1)[NH:7][CH:6]=[CH:5]2.[C:14]([C:18]1[CH:36]=[CH:35][C:21]([CH2:22][NH:23][CH2:24][CH2:25][N:26]([C:28]2[CH:33]=[CH:32][C:31]([Cl:34])=[CH:30][CH:29]=2)[CH3:27])=[CH:20][CH:19]=1)([CH3:17])([CH3:16])[CH3:15].CCN=C=NCCCN(C)C.Cl, predict the reaction product. The product is: [C:14]([C:18]1[CH:36]=[CH:35][C:21]([CH2:22][N:23]([CH2:24][CH2:25][N:26]([C:28]2[CH:29]=[CH:30][C:31]([Cl:34])=[CH:32][CH:33]=2)[CH3:27])[C:11]([C:9]2[CH:10]=[C:2]([Cl:1])[CH:3]=[C:4]3[C:8]=2[NH:7][CH:6]=[CH:5]3)=[O:13])=[CH:20][CH:19]=1)([CH3:17])([CH3:15])[CH3:16]. (7) Given the reactants Cl[C:2]1[N:7]=[C:6]([NH2:8])[CH:5]=[CH:4][CH:3]=1.[N:9]1[CH:14]=[CH:13][CH:12]=[C:11](B(O)O)[CH:10]=1.C([O-])([O-])=O.[K+].[K+], predict the reaction product. The product is: [N:7]1[C:6]([NH2:8])=[CH:5][CH:4]=[CH:3][C:2]=1[C:11]1[CH:10]=[N:9][CH:14]=[CH:13][CH:12]=1.